This data is from Forward reaction prediction with 1.9M reactions from USPTO patents (1976-2016). The task is: Predict the product of the given reaction. (1) The product is: [CH2:16]([O:18][C:19](=[O:29])[CH:20]=[CH:21][C:22]1[CH:27]=[CH:26][CH:25]=[C:24]([NH:28][C:13]([C:11]2[O:12][C:8]([C:5]3[CH:4]=[CH:3][C:2]([F:1])=[CH:7][CH:6]=3)=[CH:9][CH:10]=2)=[O:15])[CH:23]=1)[CH3:17]. Given the reactants [F:1][C:2]1[CH:7]=[CH:6][C:5]([C:8]2[O:12][C:11]([C:13]([OH:15])=O)=[CH:10][CH:9]=2)=[CH:4][CH:3]=1.[CH2:16]([O:18][C:19](=[O:29])[CH:20]=[CH:21][C:22]1[CH:27]=[CH:26][CH:25]=[C:24]([NH2:28])[CH:23]=1)[CH3:17], predict the reaction product. (2) The product is: [F:29][C:2]1[CH:7]=[CH:6][C:5]([NH:8][C:9]([NH:11][C:12]2[CH:17]=[CH:16][CH:15]=[C:14]([C:18]3[CH:23]=[CH:22][CH:21]=[C:20]([N:24]4[CH2:28][CH2:27][CH2:26][CH2:25]4)[N:19]=3)[CH:13]=2)=[O:10])=[CH:4][CH:3]=1. Given the reactants Cl[C:2]1[CH:7]=[CH:6][C:5]([NH:8][C:9]([NH:11][C:12]2[CH:17]=[CH:16][CH:15]=[C:14]([C:18]3[CH:23]=[CH:22][CH:21]=[C:20]([N:24]4[CH2:28][CH2:27][CH2:26][CH2:25]4)[N:19]=3)[CH:13]=2)=[O:10])=[CH:4][CH:3]=1.[F:29]C1C=CC(N)=CC=1.CCN(C(C)C)C(C)C, predict the reaction product. (3) Given the reactants Cl.[F:2][CH:3]1[CH2:6][NH:5][CH2:4]1.[F:7][C:8]([F:57])([F:56])[C:9]1[CH:10]=[C:11]([C@H:19]2[O:23][C:22](=[O:24])[N:21]([CH2:25][C:26]3[C:31]([C:32]4[CH:33]=[C:34]([C:40]5[CH:49]=[CH:48][C:43]([C:44]([O:46][CH3:47])=[O:45])=[CH:42][C:41]=5[CH3:50])[CH:35]=[N:36][C:37]=4[O:38][CH3:39])=[CH:30][N:29]=[C:28](S(C)(=O)=O)[N:27]=3)[C@H:20]2[CH3:55])[CH:12]=[C:13]([C:15]([F:18])([F:17])[F:16])[CH:14]=1.C(N(CC)CC)C, predict the reaction product. The product is: [F:17][C:15]([F:16])([F:18])[C:13]1[CH:12]=[C:11]([C@H:19]2[O:23][C:22](=[O:24])[N:21]([CH2:25][C:26]3[C:31]([C:32]4[CH:33]=[C:34]([C:40]5[CH:49]=[CH:48][C:43]([C:44]([O:46][CH3:47])=[O:45])=[CH:42][C:41]=5[CH3:50])[CH:35]=[N:36][C:37]=4[O:38][CH3:39])=[CH:30][N:29]=[C:28]([N:5]4[CH2:6][CH:3]([F:2])[CH2:4]4)[N:27]=3)[C@H:20]2[CH3:55])[CH:10]=[C:9]([C:8]([F:7])([F:57])[F:56])[CH:14]=1. (4) Given the reactants [C:1](=[O:8])([O:5][CH2:6][CH3:7])[O:2][CH2:3]Cl.[Na+].[I-].O=C(C1C=CC=CC=1)C[O:14][C:15](=[O:43])[C@H:16]([OH:42])[CH2:17][N:18]([CH2:28][C:29]1[CH:34]=[CH:33][C:32]([C:35]2[CH:40]=[CH:39][CH:38]=[C:37]([Cl:41])[CH:36]=2)=[CH:31][CH:30]=1)[NH:19][C:20]([C:22]1[O:26][N:25]=[C:24]([OH:27])[CH:23]=1)=[O:21].C(=O)([O-])[O-].[Cs+].[Cs+].CC(O)=O, predict the reaction product. The product is: [Cl:41][C:37]1[CH:36]=[C:35]([C:32]2[CH:31]=[CH:30][C:29]([CH2:28][N:18]([CH2:17][C@@H:16]([OH:42])[C:15]([OH:43])=[O:14])[NH:19][C:20]([C:22]3[O:26][N:25]=[C:24]([O:27][CH2:3][O:2][C:1]([O:5][CH2:6][CH3:7])=[O:8])[CH:23]=3)=[O:21])=[CH:34][CH:33]=2)[CH:40]=[CH:39][CH:38]=1.